This data is from Forward reaction prediction with 1.9M reactions from USPTO patents (1976-2016). The task is: Predict the product of the given reaction. (1) Given the reactants Br[CH2:2][C:3]1[S:4][C:5]2[CH:11]=[CH:10][CH:9]=[CH:8][C:6]=2[N:7]=1.P(OC)(OC)OC.[CH3:19][N:20]([CH3:31])[C:21]1[CH:30]=[CH:29][C:24]([CH:25]=[CH:26][CH:27]=O)=[CH:23][CH:22]=1, predict the reaction product. The product is: [S:4]1[C:5]2[CH:11]=[CH:10][CH:9]=[CH:8][C:6]=2[N:7]=[C:3]1/[CH:2]=[CH:27]/[CH:26]=[CH:25]/[C:24]1[CH:23]=[CH:22][C:21]([N:20]([CH3:19])[CH3:31])=[CH:30][CH:29]=1. (2) Given the reactants [NH2:1][C:2]1C=CNN=1.CO[C:9]([C:11]1[CH:16]=[CH:15][CH:14]=[CH:13][N:12]=1)=[O:10], predict the reaction product. The product is: [O:10]=[C:9]([C:11]1[CH:16]=[CH:15][CH:14]=[CH:13][N:12]=1)[C:2]#[N:1].